This data is from Forward reaction prediction with 1.9M reactions from USPTO patents (1976-2016). The task is: Predict the product of the given reaction. (1) Given the reactants Br[C:2]1[CH:3]=[C:4]([CH:16]=[CH:17][CH:18]=1)[O:5][C:6]1[CH:7]=[C:8]([C:14]#[N:15])[CH:9]=[C:10]([CH:13]=1)[C:11]#[N:12].[OH:19][C:20]1[CH:21]=[C:22]([C:26]([F:29])([F:28])[F:27])[CH:23]=[CH:24][CH:25]=1.P([O-])([O-])([O-])=O.[K+].[K+].[K+].C(P(C(C)(C)C)C1C=CC=CC=1C1C=CC=CC=1)(C)(C)C.Cl, predict the reaction product. The product is: [F:27][C:26]([F:28])([F:29])[C:22]1[CH:21]=[C:20]([CH:25]=[CH:24][CH:23]=1)[O:19][C:2]1[CH:3]=[C:4]([CH:16]=[CH:17][CH:18]=1)[O:5][C:6]1[CH:7]=[C:8]([C:14]#[N:15])[CH:9]=[C:10]([CH:13]=1)[C:11]#[N:12]. (2) The product is: [N+:1]([C:4]1[CH:5]=[CH:6][C:7]([C:10]2[O:14][N:13]=[CH:12][C:11]=2[CH2:15][OH:16])=[CH:8][CH:9]=1)([O-:3])=[O:2]. Given the reactants [N+:1]([C:4]1[CH:9]=[CH:8][C:7]([C:10]2[O:14][N:13]=[CH:12][C:11]=2[C:15](OCC)=[O:16])=[CH:6][CH:5]=1)([O-:3])=[O:2].[H-].C([Al+]CC(C)C)C(C)C.Cl, predict the reaction product. (3) Given the reactants C[Si](C)(C)N[Si](C)(C)C.C1(P(C2CCCCC2)C2C=CC=CC=2C2C=CC=CC=2N(C)C)CCCCC1.[C:38]([O:42][C:43](=[O:45])[CH3:44])([CH3:41])([CH3:40])[CH3:39].[Cl:46][C:47]1[CH:52]=[C:51](Cl)[CH:50]=[CH:49][N:48]=1, predict the reaction product. The product is: [C:38]([O:42][C:43](=[O:45])[CH2:44][C:51]1[CH:50]=[CH:49][N:48]=[C:47]([Cl:46])[CH:52]=1)([CH3:41])([CH3:40])[CH3:39]. (4) Given the reactants [Cl:1][C:2]1[CH:3]=[CH:4][C:5]2[N:11]3[C:12]([CH:15]4[CH2:17][CH2:16]4)=[N:13][N:14]=[C:10]3[C@@H:9]([CH2:18][CH2:19][OH:20])[S:8][C@H:7]([C:21]3[CH:26]=[CH:25][CH:24]=[C:23]([O:27][CH3:28])[C:22]=3[O:29][CH3:30])[C:6]=2[CH:31]=1.C(N(CC)CC)C.[CH3:39][S:40](Cl)(=[O:42])=[O:41].C(=O)(O)[O-].[Na+], predict the reaction product. The product is: [CH3:39][S:40]([O:20][CH2:19][CH2:18][C@H:9]1[S:8][C@H:7]([C:21]2[CH:26]=[CH:25][CH:24]=[C:23]([O:27][CH3:28])[C:22]=2[O:29][CH3:30])[C:6]2[CH:31]=[C:2]([Cl:1])[CH:3]=[CH:4][C:5]=2[N:11]2[C:12]([CH:15]3[CH2:17][CH2:16]3)=[N:13][N:14]=[C:10]12)(=[O:42])=[O:41]. (5) Given the reactants [OH:1][CH:2]([C:4]1[CH:13]=[CH:12][CH:11]=[C:10]2[C:5]=1[CH2:6][CH2:7][N:8]1[C:18](=[O:19])[CH2:17][N:16]=[C:15]([C:20]3[CH:24]=[CH:23][N:22]([CH3:25])[N:21]=3)[CH:14]=[C:9]12)[CH3:3].[BH4-].[Na+].[CH2:28]1COCC1, predict the reaction product. The product is: [CH3:28][O:1][CH:2]([C:4]1[CH:13]=[CH:12][CH:11]=[C:10]2[C:5]=1[CH2:6][CH2:7][N:8]1[C:18](=[O:19])[CH2:17][N:16]=[C:15]([C:20]3[CH:24]=[CH:23][N:22]([CH3:25])[N:21]=3)[CH:14]=[C:9]12)[CH3:3].